From a dataset of Merck oncology drug combination screen with 23,052 pairs across 39 cell lines. Regression. Given two drug SMILES strings and cell line genomic features, predict the synergy score measuring deviation from expected non-interaction effect. (1) Drug 1: COc1cc(C2c3cc4c(cc3C(OC3OC5COC(C)OC5C(O)C3O)C3COC(=O)C23)OCO4)cc(OC)c1O. Drug 2: O=C(O)C1(Cc2cccc(Nc3nccs3)n2)CCC(Oc2cccc(Cl)c2F)CC1. Cell line: MDAMB436. Synergy scores: synergy=15.0. (2) Drug 1: CCN(CC)CCNC(=O)c1c(C)[nH]c(C=C2C(=O)Nc3ccc(F)cc32)c1C. Drug 2: NC1CCCCC1N.O=C(O)C(=O)O.[Pt+2]. Cell line: A2058. Synergy scores: synergy=-4.43. (3) Drug 1: CCN(CC)CCNC(=O)c1c(C)[nH]c(C=C2C(=O)Nc3ccc(F)cc32)c1C. Drug 2: CNC(=O)c1cc(Oc2ccc(NC(=O)Nc3ccc(Cl)c(C(F)(F)F)c3)cc2)ccn1. Cell line: COLO320DM. Synergy scores: synergy=-0.511.